Dataset: Reaction yield outcomes from USPTO patents with 853,638 reactions. Task: Predict the reaction yield, written as a fraction of the theoretical maximum amount of product (1.0 means a 100% yield; for example, 0.34 means a 34% yield). (1) The reactants are [Cl:1]C(Cl)(Cl)C(Cl)(Cl)Cl.[CH3:9][C:10]1[CH:15]=[CH:14][C:13]([P:16]([C:24]2[CH:29]=[CH:28][C:27]([CH3:30])=[CH:26][CH:25]=2)[C:17]2[CH:22]=[CH:21][C:20]([CH3:23])=[CH:19][CH:18]=2)=[CH:12][CH:11]=1.C1(C)C=CC=CC=1. The catalyst is C(#N)C. The product is [Cl-:1].[Cl-:1].[CH3:30][C:27]1[CH:26]=[CH:25][C:24]([P:16]([C:17]2[CH:22]=[CH:21][C:20]([CH3:23])=[CH:19][CH:18]=2)[C:13]2[CH:14]=[CH:15][C:10]([CH3:9])=[CH:11][CH:12]=2)=[CH:29][CH:28]=1. The yield is 0.530. (2) The reactants are [H-].[Na+].[CH3:3][C:4]1[CH:9]=[CH:8][C:7]([NH:10][C:11](=[O:17])[O:12][C:13]([CH3:16])([CH3:15])[CH3:14])=[CH:6][C:5]=1[N+:18]([O-:20])=[O:19].[CH3:21]I. The catalyst is C1COCC1. The product is [CH3:21][N:10]([C:7]1[CH:8]=[CH:9][C:4]([CH3:3])=[C:5]([N+:18]([O-:20])=[O:19])[CH:6]=1)[C:11](=[O:17])[O:12][C:13]([CH3:16])([CH3:14])[CH3:15]. The yield is 0.770. (3) The reactants are O1CCCC1.[CH:6]1([CH2:9][O:10][C:11]2[CH:12]=[C:13]([CH2:17][C:18](Cl)=[N:19][OH:20])[CH:14]=[CH:15][CH:16]=2)[CH2:8][CH2:7]1.[C:22]([C:24]1[C:25]([NH2:30])=[N:26][CH:27]=[CH:28][CH:29]=1)#[CH:23].C(N(CC)CC)C. The catalyst is O. The product is [CH:6]1([CH2:9][O:10][C:11]2[CH:12]=[C:13]([CH:14]=[CH:15][CH:16]=2)[CH2:17][C:18]2[CH:23]=[C:22]([C:24]3[C:25]([NH2:30])=[N:26][CH:27]=[CH:28][CH:29]=3)[O:20][N:19]=2)[CH2:8][CH2:7]1. The yield is 0.130.